From a dataset of Forward reaction prediction with 1.9M reactions from USPTO patents (1976-2016). Predict the product of the given reaction. Given the reactants [H-].[Na+].[CH3:3][C:4]1([CH3:16])[CH2:9][CH2:8][CH2:7][C:6](=[O:10])[CH:5]1[C:11]([O:13][CH2:14][CH3:15])=[O:12].[F:17][C:18]([F:31])([F:30])[S:19](O[S:19]([C:18]([F:31])([F:30])[F:17])(=[O:21])=[O:20])(=[O:21])=[O:20].[Cl-].[NH4+], predict the reaction product. The product is: [CH3:3][C:4]1([CH3:16])[C:5]([C:11]([O:13][CH2:14][CH3:15])=[O:12])=[C:6]([O:10][S:19]([C:18]([F:31])([F:30])[F:17])(=[O:21])=[O:20])[CH2:7][CH2:8][CH2:9]1.